Predict the reactants needed to synthesize the given product. From a dataset of Full USPTO retrosynthesis dataset with 1.9M reactions from patents (1976-2016). (1) Given the product [CH3:43][C:42]([CH3:45])([CH3:44])[CH2:46][C:47]([O:34][CH2:33][C:32]1[C:27]([N:24]2[CH2:23][CH2:22][N:21]([CH2:20][C:17]3[CH:16]=[CH:15][C:14]([CH2:13][N:10]([CH2:9][C:3]4[C:4]([F:8])=[CH:5][CH:6]=[CH:7][C:2]=4[Cl:1])[CH2:11][CH3:12])=[CH:19][CH:18]=3)[CH2:26][CH2:25]2)=[N:28][CH:29]=[CH:30][CH:31]=1)=[O:48], predict the reactants needed to synthesize it. The reactants are: [Cl:1][C:2]1[CH:7]=[CH:6][CH:5]=[C:4]([F:8])[C:3]=1[CH2:9][N:10]([CH2:13][C:14]1[CH:19]=[CH:18][C:17]([CH2:20][N:21]2[CH2:26][CH2:25][N:24]([C:27]3[C:32]([CH2:33][OH:34])=[CH:31][CH:30]=[CH:29][N:28]=3)[CH2:23][CH2:22]2)=[CH:16][CH:15]=1)[CH2:11][CH3:12].C(N(CC)CC)C.[C:42]([CH2:46][C:47](Cl)=[O:48])([CH3:45])([CH3:44])[CH3:43].CO. (2) Given the product [C:12]1([C@@H:18]([NH:20][CH:8]2[CH2:9][CH2:10][C:5]3([O:4][CH2:3][CH2:2][O:1]3)[CH2:6][CH2:7]2)[CH3:19])[CH:17]=[CH:16][CH:15]=[CH:14][CH:13]=1, predict the reactants needed to synthesize it. The reactants are: [O:1]1[C:5]2([CH2:10][CH2:9][C:8](=O)[CH2:7][CH2:6]2)[O:4][CH2:3][CH2:2]1.[C:12]1([C@@H:18]([NH2:20])[CH3:19])[CH:17]=[CH:16][CH:15]=[CH:14][CH:13]=1.C(O[BH-](OC(=O)C)OC(=O)C)(=O)C.[Na+]. (3) Given the product [CH:1]1([C:4]2[C:5]([N:24]([C:29]3[CH:30]=[CH:31][C:32]([O:35][CH2:43][B:44]([OH:48])[OH:45])=[CH:33][CH:34]=3)[S:25]([CH3:28])(=[O:27])=[O:26])=[CH:6][C:7]3[O:11][C:10]([C:12]4[CH:17]=[CH:16][C:15]([F:18])=[CH:14][CH:13]=4)=[C:9]([C:19](=[O:20])[NH:21][CH3:22])[C:8]=3[CH:23]=2)[CH2:3][CH2:2]1, predict the reactants needed to synthesize it. The reactants are: [CH:1]1([C:4]2[C:5]([N:24]([C:29]3[CH:34]=[CH:33][C:32]([OH:35])=[CH:31][CH:30]=3)[S:25]([CH3:28])(=[O:27])=[O:26])=[CH:6][C:7]3[O:11][C:10]([C:12]4[CH:17]=[CH:16][C:15]([F:18])=[CH:14][CH:13]=4)=[C:9]([C:19]([NH:21][CH3:22])=[O:20])[C:8]=3[CH:23]=2)[CH2:3][CH2:2]1.C(=O)([O-])[O-].[K+].[K+].Br[CH2:43][B:44]1[O:48]C(C)(C)C(C)(C)[O:45]1. (4) The reactants are: C[Si]([N-][Si](C)(C)C)(C)C.[Li+].[F:11][C:12]1[CH:17]=[CH:16][C:15]([N:18]2[CH2:23][CH2:22][N:21]([S:24]([CH3:27])(=[O:26])=[O:25])[CH2:20][CH2:19]2)=[CH:14][CH:13]=1.C(OP(Cl)(O[CH2:34][CH3:35])=O)C.[C:37](C(N)C=O)([O:39][C:40]([CH3:43])([CH3:42])[CH3:41])=[O:38].[Cl-].[NH4+:49]. Given the product [F:11][C:12]1[CH:13]=[CH:14][C:15]([N:18]2[CH2:23][CH2:22][N:21]([S:24]([CH:27]=[CH:35][CH2:34][NH:49][C:37]([O:39][C:40]([CH3:41])([CH3:42])[CH3:43])=[O:38])(=[O:25])=[O:26])[CH2:20][CH2:19]2)=[CH:16][CH:17]=1, predict the reactants needed to synthesize it. (5) Given the product [CH:1]([O:4][C:5]1[CH:6]=[CH:7][C:8]([CH:11]=[O:12])=[N:9][CH:10]=1)([CH3:3])[CH3:2], predict the reactants needed to synthesize it. The reactants are: [CH:1]([O:4][C:5]1[CH:6]=[CH:7][C:8]([C:11](OC)=[O:12])=[N:9][CH:10]=1)([CH3:3])[CH3:2].CC(C[AlH]CC(C)C)C. (6) Given the product [F:46][C:9]([F:8])([F:45])[C:10]1[CH:44]=[CH:43][C:13]2=[N:14][N:15]([C:17]3[CH:22]=[C:21]([C:23]([CH2:26][C:27]([CH3:30])([CH3:29])[CH3:28])([CH3:24])[CH3:25])[CH:20]=[C:19]([C:31]([C:34]4[CH:35]=[CH:36][C:37]([F:40])=[CH:38][CH:39]=4)([CH3:33])[CH3:32])[C:18]=3[OH:41])[N:16]=[C:12]2[CH:11]=1, predict the reactants needed to synthesize it. The reactants are: [OH-].[Na+].CC(O)CC.[F:8][C:9]([F:46])([F:45])[C:10]1[CH:44]=[CH:43][C:13]2=[N+:14]([O-])[N:15]([C:17]3[CH:22]=[C:21]([C:23]([CH2:26][C:27]([CH3:30])([CH3:29])[CH3:28])([CH3:25])[CH3:24])[CH:20]=[C:19]([C:31]([C:34]4[CH:39]=[CH:38][C:37]([F:40])=[CH:36][CH:35]=4)([CH3:33])[CH3:32])[C:18]=3[OH:41])[N:16]=[C:12]2[CH:11]=1.ClC1C(=O)C2C(C(=O)C=1Cl)=CC=CC=2. (7) Given the product [CH3:34][O:33][C:27]1[CH:26]=[C:25]([CH2:24][CH2:23][C:12]2[CH:11]=[C:10]([C:35]3[N:36]([C:41]4[CH:42]=[C:43]5[C:47](=[CH:48][CH:49]=4)[N:46]([CH3:50])[CH:45]=[CH:44]5)[C:37]([OH:40])=[N:38][N:39]=3)[C:9]([OH:8])=[CH:14][C:13]=2[OH:15])[CH:30]=[CH:29][C:28]=1[O:31][CH3:32], predict the reactants needed to synthesize it. The reactants are: C([O:8][C:9]1[CH:14]=[C:13]([O:15]CC2C=CC=CC=2)[C:12]([CH:23]=[CH:24][C:25]2[CH:30]=[CH:29][C:28]([O:31][CH3:32])=[C:27]([O:33][CH3:34])[CH:26]=2)=[CH:11][C:10]=1[C:35]1[N:36]([C:41]2[CH:42]=[C:43]3[C:47](=[CH:48][CH:49]=2)[N:46]([CH3:50])[CH:45]=[CH:44]3)[C:37]([OH:40])=[N:38][N:39]=1)C1C=CC=CC=1. (8) Given the product [CH3:1][O:2][C:3]([CH:4]1[CH:9]([C:10]2[CH:11]=[CH:12][C:13]([F:16])=[CH:14][CH:15]=2)[CH2:8][CH2:7][NH:6][CH2:5]1)=[O:17], predict the reactants needed to synthesize it. The reactants are: [CH3:1][O:2][C:3](=[O:17])[C:4]1[C:9]([C:10]2[CH:15]=[CH:14][C:13]([F:16])=[CH:12][CH:11]=2)=[CH:8][CH:7]=[N:6][CH:5]=1.C(O)(=O)C.[H][H]. (9) Given the product [NH2:1][C:2]1[C:7]([NH2:8])=[CH:6][C:5]([Cl:11])=[CH:4][C:3]=1[CH2:12][OH:13], predict the reactants needed to synthesize it. The reactants are: [NH2:1][C:2]1[C:7]([N+:8]([O-])=O)=[CH:6][C:5]([Cl:11])=[CH:4][C:3]=1[CH2:12][OH:13].CO.C(O)(=O)C.